From a dataset of Full USPTO retrosynthesis dataset with 1.9M reactions from patents (1976-2016). Predict the reactants needed to synthesize the given product. (1) Given the product [Cl:1][C:2]1[CH:3]=[N:4][C:5]([NH:11][CH:12]2[CH2:15][CH2:14][CH2:13]2)=[C:6]([CH:10]=1)[C:7]([NH:21][C:17]([CH3:18])([C:19]#[CH:20])[CH3:16])=[O:9], predict the reactants needed to synthesize it. The reactants are: [Cl:1][C:2]1[CH:3]=[N:4][C:5]([NH:11][CH:12]2[CH2:15][CH2:14][CH2:13]2)=[C:6]([CH:10]=1)[C:7]([OH:9])=O.[CH3:16][C:17]([NH2:21])([C:19]#[CH:20])[CH3:18].CCN=C=NCCCN(C)C.CCN(C(C)C)C(C)C.C1C=CC2N(O)N=NC=2C=1. (2) Given the product [CH3:19][C@H:15]1[CH2:16][CH:23]=[CH:22][CH2:21][C@@H:2]([CH3:1])[C:3](=[O:4])[O:5][CH2:6][C@@H:7]([C:8]2[S:9][CH:10]=[CH:11][CH:12]=2)[NH:13][C:14]1=[O:20], predict the reactants needed to synthesize it. The reactants are: [CH3:1][C@@H:2]([CH2:21][CH:22]=[CH2:23])[C:3]([O:5][CH2:6][C@@H:7]([NH:13][C:14](=[O:20])[C@@H:15]([CH3:19])[CH2:16]C=C)[C:8]1[S:9][CH:10]=[CH:11][CH:12]=1)=[O:4]. (3) Given the product [C:1]([O:5][C:6](=[O:17])[NH:7][C:8]1[CH:13]=[CH:12][C:11]([CH2:18][Si:19]([CH3:22])([CH3:21])[CH3:20])=[C:10]([N+:14]([O-:16])=[O:15])[CH:9]=1)([CH3:4])([CH3:2])[CH3:3], predict the reactants needed to synthesize it. The reactants are: [C:1]([O:5][C:6](=[O:17])[NH:7][C:8]1[CH:13]=[CH:12][CH:11]=[C:10]([N+:14]([O-:16])=[O:15])[CH:9]=1)([CH3:4])([CH3:3])[CH3:2].[CH3:18][Si:19]([CH2:22][Mg]Cl)([CH3:21])[CH3:20].ClC1C(=O)C(C#N)=C(C#N)C(=O)C=1Cl.